The task is: Predict the product of the given reaction.. This data is from Forward reaction prediction with 1.9M reactions from USPTO patents (1976-2016). (1) Given the reactants [NH:1]1[CH2:6][CH2:5][CH:4]([N:7]2[C:15]3[C:10](=[N:11][CH:12]=[CH:13][CH:14]=3)[NH:9][C:8]2=[O:16])[CH2:3][CH2:2]1.Cl[C:18]1[CH:23]=[C:22]([C:24]([C:26]2[CH:36]=[C:35]([CH3:37])[C:29]3[N:30]([CH3:34])[C:31](=[O:33])[O:32][C:28]=3[CH:27]=2)=[O:25])[CH:21]=[CH:20][N:19]=1, predict the reaction product. The product is: [CH3:34][N:30]1[C:29]2[C:35]([CH3:37])=[CH:36][C:26]([C:24]([C:22]3[CH:21]=[CH:20][N:19]=[C:18]([N:1]4[CH2:2][CH2:3][CH:4]([N:7]5[C:15]6[C:10](=[N:11][CH:12]=[CH:13][CH:14]=6)[NH:9][C:8]5=[O:16])[CH2:5][CH2:6]4)[CH:23]=3)=[O:25])=[CH:27][C:28]=2[O:32][C:31]1=[O:33]. (2) Given the reactants [CH2:1]([N:8]([CH2:13][CH:14]([CH2:25][O:26][Si:27]([C:30]([CH3:33])([CH3:32])[CH3:31])([CH3:29])[CH3:28])[CH:15]([C:17]1[CH:22]=[CH:21][C:20]([Cl:23])=[C:19]([F:24])[CH:18]=1)[OH:16])[C:9](=[O:12])[CH2:10]Cl)[C:2]1[CH:7]=[CH:6][CH:5]=[CH:4][CH:3]=1.[OH-].[Na+], predict the reaction product. The product is: [CH2:1]([N:8]1[CH2:13][CH:14]([CH2:25][O:26][Si:27]([C:30]([CH3:33])([CH3:32])[CH3:31])([CH3:29])[CH3:28])[CH:15]([C:17]2[CH:22]=[CH:21][C:20]([Cl:23])=[C:19]([F:24])[CH:18]=2)[O:16][CH2:10][C:9]1=[O:12])[C:2]1[CH:7]=[CH:6][CH:5]=[CH:4][CH:3]=1. (3) Given the reactants [CH3:1][O:2][C:3]1[CH:8]=[CH:7][C:6]([CH:9]([NH:18][C:19]2[N:27]=[C:26]([NH:28][NH2:29])[N:25]=[C:24]3[C:20]=2[N:21]=[CH:22][N:23]3[C@@H:30]2[CH2:34][C@H:33]([NH:35][C:36](=[O:39])[CH2:37][CH3:38])[C@@H:32]([OH:40])[C@H:31]2[OH:41])[C:10]2[CH:15]=[CH:14][C:13]([O:16][CH3:17])=[CH:12][CH:11]=2)=[CH:5][CH:4]=1.[CH2:42]([O:44][C:45](=[O:51])[CH:46]([CH:49]=O)[CH:47]=O)[CH3:43], predict the reaction product. The product is: [CH2:42]([O:44][C:45]([C:46]1[CH:47]=[N:29][N:28]([C:26]2[N:25]=[C:24]3[C:20]([N:21]=[CH:22][N:23]3[C@@H:30]3[CH2:34][C@H:33]([NH:35][C:36](=[O:39])[CH2:37][CH3:38])[C@@H:32]([OH:40])[C@H:31]3[OH:41])=[C:19]([NH:18][CH:9]([C:10]3[CH:15]=[CH:14][C:13]([O:16][CH3:17])=[CH:12][CH:11]=3)[C:6]3[CH:5]=[CH:4][C:3]([O:2][CH3:1])=[CH:8][CH:7]=3)[N:27]=2)[CH:49]=1)=[O:51])[CH3:43]. (4) Given the reactants [Br:1][C:2]1[CH:7]=[CH:6][CH:5]=[CH:4][C:3]=1[C:8]1[N:9]=[CH:10][N:11]([C:13]([C:26]2[CH:31]=[CH:30][CH:29]=[CH:28][CH:27]=2)([C:20]2[CH:25]=[CH:24][CH:23]=[CH:22][CH:21]=2)[C:14]2[CH:19]=[CH:18][CH:17]=[CH:16][CH:15]=2)[CH:12]=1.C([N-]C(C)C)(C)C.[Li+].[Si:40]([O:47][C:48]1[C:49]([F:58])=[C:50]([CH:53]=[C:54]([CH2:56][CH3:57])[CH:55]=1)[CH:51]=[O:52])([C:43]([CH3:46])([CH3:45])[CH3:44])([CH3:42])[CH3:41], predict the reaction product. The product is: [Br:1][C:2]1[CH:7]=[CH:6][CH:5]=[CH:4][C:3]=1[C:8]1[N:9]=[C:10]([CH:51]([C:50]2[CH:53]=[C:54]([CH2:56][CH3:57])[CH:55]=[C:48]([O:47][Si:40]([C:43]([CH3:46])([CH3:45])[CH3:44])([CH3:42])[CH3:41])[C:49]=2[F:58])[OH:52])[N:11]([C:13]([C:26]2[CH:27]=[CH:28][CH:29]=[CH:30][CH:31]=2)([C:14]2[CH:19]=[CH:18][CH:17]=[CH:16][CH:15]=2)[C:20]2[CH:21]=[CH:22][CH:23]=[CH:24][CH:25]=2)[CH:12]=1. (5) Given the reactants ClC1C(CCCl)=C(C2C=CC=C(OC)C=2)N=C(N2CCOCC2)N=1.CN(C)CCCN.C[O:33][C:34]1[CH:35]=[C:36]([C:40]2[C:41]3[CH2:54][CH2:53][N:52]([CH2:55][CH2:56][CH2:57][N:58]([CH3:60])[CH3:59])[C:42]=3[N:43]=[C:44]([N:46]3[CH2:51][CH2:50][O:49][CH2:48][CH2:47]3)[N:45]=2)[CH:37]=[CH:38][CH:39]=1, predict the reaction product. The product is: [CH3:60][N:58]([CH3:59])[CH2:57][CH2:56][CH2:55][N:52]1[C:42]2[N:43]=[C:44]([N:46]3[CH2:47][CH2:48][O:49][CH2:50][CH2:51]3)[N:45]=[C:40]([C:36]3[CH:35]=[C:34]([OH:33])[CH:39]=[CH:38][CH:37]=3)[C:41]=2[CH2:54][CH2:53]1. (6) Given the reactants [C:1]1([C:7]2([C:12]([OH:14])=O)[CH2:11][CH2:10][CH2:9][CH2:8]2)[CH:6]=[CH:5][CH:4]=[CH:3][CH:2]=1.S(Cl)([Cl:17])=O, predict the reaction product. The product is: [C:1]1([C:7]2([C:12]([Cl:17])=[O:14])[CH2:11][CH2:10][CH2:9][CH2:8]2)[CH:6]=[CH:5][CH:4]=[CH:3][CH:2]=1. (7) Given the reactants Cl[C:2]1[C:11]2[C:6](=[CH:7][C:8]([O:14][CH3:15])=[C:9]([O:12][CH3:13])[CH:10]=2)[CH:5]=[C:4]([NH:16][C:17]2[CH:21]=[C:20]([CH3:22])[NH:19][N:18]=2)[N:3]=1.[CH:23]1([OH:28])[CH2:27][CH2:26][CH2:25][CH2:24]1, predict the reaction product. The product is: [CH:23]1([O:28][C:2]2[C:11]3[C:6](=[CH:7][C:8]([O:14][CH3:15])=[C:9]([O:12][CH3:13])[CH:10]=3)[CH:5]=[C:4]([NH:16][C:17]3[CH:21]=[C:20]([CH3:22])[NH:19][N:18]=3)[N:3]=2)[CH2:27][CH2:26][CH2:25][CH2:24]1.